Dataset: Catalyst prediction with 721,799 reactions and 888 catalyst types from USPTO. Task: Predict which catalyst facilitates the given reaction. (1) The catalyst class is: 31. Product: [CH:9]1([CH2:12][N:6]2[CH:5]=[C:4]([N+:1]([O-:3])=[O:2])[CH:8]=[N:7]2)[CH2:11][CH2:10]1. Reactant: [N+:1]([C:4]1[CH:5]=[N:6][NH:7][CH:8]=1)([O-:3])=[O:2].[CH:9]1([CH2:12]Br)[CH2:11][CH2:10]1.C(=O)([O-])[O-].[K+].[K+]. (2) Reactant: [F:1][C:2]1[C:7]([CH:8]=[O:9])=[CH:6][CH:5]=[C:4]([NH:10][C:11]2[CH:12]=[N:13][C:14]([O:17][CH3:18])=[CH:15][CH:16]=2)[N:3]=1.[C:19]([O:23][C:24](O[C:24]([O:23][C:19]([CH3:22])([CH3:21])[CH3:20])=[O:25])=[O:25])([CH3:22])([CH3:21])[CH3:20]. Product: [C:19]([O:23][C:24](=[O:25])[N:10]([C:4]1[CH:5]=[CH:6][C:7]([CH:8]=[O:9])=[C:2]([F:1])[N:3]=1)[C:11]1[CH:12]=[N:13][C:14]([O:17][CH3:18])=[CH:15][CH:16]=1)([CH3:22])([CH3:21])[CH3:20]. The catalyst class is: 453.